Task: Regression. Given two drug SMILES strings and cell line genomic features, predict the synergy score measuring deviation from expected non-interaction effect.. Dataset: NCI-60 drug combinations with 297,098 pairs across 59 cell lines (1) Drug 1: CC1=C(C=C(C=C1)NC(=O)C2=CC=C(C=C2)CN3CCN(CC3)C)NC4=NC=CC(=N4)C5=CN=CC=C5. Drug 2: CC1CCC2CC(C(=CC=CC=CC(CC(C(=O)C(C(C(=CC(C(=O)CC(OC(=O)C3CCCCN3C(=O)C(=O)C1(O2)O)C(C)CC4CCC(C(C4)OC)O)C)C)O)OC)C)C)C)OC. Cell line: HOP-92. Synergy scores: CSS=-2.12, Synergy_ZIP=4.66, Synergy_Bliss=7.08, Synergy_Loewe=-12.6, Synergy_HSA=-5.80. (2) Drug 1: CN1CCC(CC1)COC2=C(C=C3C(=C2)N=CN=C3NC4=C(C=C(C=C4)Br)F)OC. Drug 2: CC12CCC(CC1=CCC3C2CCC4(C3CC=C4C5=CN=CC=C5)C)O. Cell line: OVCAR-5. Synergy scores: CSS=17.5, Synergy_ZIP=-5.58, Synergy_Bliss=3.54, Synergy_Loewe=-1.68, Synergy_HSA=4.51. (3) Drug 1: CC1C(C(CC(O1)OC2CC(CC3=C2C(=C4C(=C3O)C(=O)C5=C(C4=O)C(=CC=C5)OC)O)(C(=O)CO)O)N)O.Cl. Drug 2: N.N.Cl[Pt+2]Cl. Cell line: A549. Synergy scores: CSS=33.5, Synergy_ZIP=-2.11, Synergy_Bliss=-0.628, Synergy_Loewe=-0.690, Synergy_HSA=2.51.